This data is from NCI-60 drug combinations with 297,098 pairs across 59 cell lines. The task is: Regression. Given two drug SMILES strings and cell line genomic features, predict the synergy score measuring deviation from expected non-interaction effect. Drug 1: CNC(=O)C1=NC=CC(=C1)OC2=CC=C(C=C2)NC(=O)NC3=CC(=C(C=C3)Cl)C(F)(F)F. Drug 2: CCC1(CC2CC(C3=C(CCN(C2)C1)C4=CC=CC=C4N3)(C5=C(C=C6C(=C5)C78CCN9C7C(C=CC9)(C(C(C8N6C)(C(=O)OC)O)OC(=O)C)CC)OC)C(=O)OC)O.OS(=O)(=O)O. Cell line: MDA-MB-231. Synergy scores: CSS=5.15, Synergy_ZIP=0.603, Synergy_Bliss=3.08, Synergy_Loewe=2.21, Synergy_HSA=2.11.